This data is from Full USPTO retrosynthesis dataset with 1.9M reactions from patents (1976-2016). The task is: Predict the reactants needed to synthesize the given product. Given the product [Br:17][C:18]1[CH:19]=[C:20]2[C:25](=[C:26](/[CH:28]=[CH:11]/[C:12]([O:14][CH2:15][CH3:16])=[O:13])[CH:27]=1)[N:24]([CH3:30])[CH2:23][CH2:22][CH2:21]2, predict the reactants needed to synthesize it. The reactants are: [H-].[Na+].C(OP([CH2:11][C:12]([O:14][CH2:15][CH3:16])=[O:13])(OCC)=O)C.[Br:17][C:18]1[CH:19]=[C:20]2[C:25](=[C:26]([CH:28]=O)[CH:27]=1)[N:24]([CH3:30])[CH2:23][CH2:22][CH2:21]2.O.